Predict which catalyst facilitates the given reaction. From a dataset of Catalyst prediction with 721,799 reactions and 888 catalyst types from USPTO. Reactant: C(=O)([O-])[O-].[K+].[K+].[CH2:7](Br)[C:8]#[C:9][CH3:10].CN(C)C=O.[CH3:17][N:18]1[C:23](=[O:24])[C:22]2[NH:25][C:26]([N:28]3[CH2:33][CH2:32][N:31]([C:34]([O:36][C:37]([CH3:40])([CH3:39])[CH3:38])=[O:35])[CH2:30][CH2:29]3)=[N:27][C:21]=2[CH:20]=[N:19]1. Product: [CH2:7]([N:25]1[C:22]2[C:23](=[O:24])[N:18]([CH3:17])[N:19]=[CH:20][C:21]=2[N:27]=[C:26]1[N:28]1[CH2:33][CH2:32][N:31]([C:34]([O:36][C:37]([CH3:40])([CH3:39])[CH3:38])=[O:35])[CH2:30][CH2:29]1)[C:8]#[C:9][CH3:10]. The catalyst class is: 6.